From a dataset of Reaction yield outcomes from USPTO patents with 853,638 reactions. Predict the reaction yield, written as a fraction of the theoretical maximum amount of product (1.0 means a 100% yield; for example, 0.34 means a 34% yield). The reactants are [C:1]([O:5][C:6]([N:8]1[CH2:12][CH2:11][C@H:10]([OH:13])[C@H:9]1[C:14]([OH:16])=O)=[O:7])([CH3:4])([CH3:3])[CH3:2].CN(C(ON1N=NC2C=CC=NC1=2)=[N+](C)C)C.F[P-](F)(F)(F)(F)F.CCN(C(C)C)C(C)C.Cl.[CH3:51][O:52][C:53]1[C:57]([CH2:58][NH2:59])=[CH:56][N:55]([C:60]2[CH:61]=[N:62][C:63]([C:66]([F:69])([F:68])[F:67])=[CH:64][CH:65]=2)[N:54]=1. The catalyst is CN(C)C=O.C(OCC)(=O)C. The product is [OH:13][C@H:10]1[CH2:11][CH2:12][N:8]([C:6]([O:5][C:1]([CH3:2])([CH3:3])[CH3:4])=[O:7])[C@@H:9]1[C:14](=[O:16])[NH:59][CH2:58][C:57]1[C:53]([O:52][CH3:51])=[N:54][N:55]([C:60]2[CH:61]=[N:62][C:63]([C:66]([F:68])([F:69])[F:67])=[CH:64][CH:65]=2)[CH:56]=1. The yield is 0.790.